From a dataset of Catalyst prediction with 721,799 reactions and 888 catalyst types from USPTO. Predict which catalyst facilitates the given reaction. (1) Reactant: C(N(CC)CC)C.Br[CH2:9][C:10]([O:12][CH2:13][CH3:14])=[O:11].[SH:15][C:16]1[N:17]([C:21]2[C:30]3[C:25](=[CH:26][CH:27]=[CH:28][CH:29]=3)[C:24]([C:31]#[N:32])=[CH:23][CH:22]=2)[CH:18]=[CH:19][N:20]=1. Product: [C:31]([C:24]1[C:25]2[C:30](=[CH:29][CH:28]=[CH:27][CH:26]=2)[C:21]([N:17]2[CH:18]=[CH:19][N:20]=[C:16]2[S:15][CH2:9][C:10]([O:12][CH2:13][CH3:14])=[O:11])=[CH:22][CH:23]=1)#[N:32]. The catalyst class is: 4. (2) Reactant: [CH:1]([C:3]1[CH:8]=[CH:7][C:6]([NH:9][C:10]([CH2:12][CH2:13][CH2:14][N:15]([CH3:42])[C:16]([CH2:18][CH2:19][N:20]2[CH2:25][CH2:24][CH:23]([O:26][C:27](=[O:41])[NH:28][C:29]3[CH:34]=[CH:33][CH:32]=[CH:31][C:30]=3[C:35]3[CH:40]=[CH:39][CH:38]=[CH:37][CH:36]=3)[CH2:22][CH2:21]2)=[O:17])=[O:11])=[CH:5][CH:4]=1)=O.C(O)(=O)C.[NH2:47][CH2:48][C@@H:49]([C:58]1[CH:67]=[CH:66][C:65]([OH:68])=[C:64]2[C:59]=1[CH:60]=[CH:61][C:62](=[O:69])[NH:63]2)[O:50][Si:51]([C:54]([CH3:57])([CH3:56])[CH3:55])([CH3:53])[CH3:52].CO.C(O[BH-](OC(=O)C)OC(=O)C)(=O)C.[Na+]. The catalyst class is: 34. Product: [C:54]([Si:51]([CH3:53])([CH3:52])[O:50][C@H:49]([C:58]1[CH:67]=[CH:66][C:65]([OH:68])=[C:64]2[C:59]=1[CH:60]=[CH:61][C:62](=[O:69])[NH:63]2)[CH2:48][NH:47][CH2:1][C:3]1[CH:4]=[CH:5][C:6]([NH:9][C:10]([CH2:12][CH2:13][CH2:14][N:15]([CH3:42])[C:16]([CH2:18][CH2:19][N:20]2[CH2:21][CH2:22][CH:23]([O:26][C:27](=[O:41])[NH:28][C:29]3[CH:34]=[CH:33][CH:32]=[CH:31][C:30]=3[C:35]3[CH:36]=[CH:37][CH:38]=[CH:39][CH:40]=3)[CH2:24][CH2:25]2)=[O:17])=[O:11])=[CH:7][CH:8]=1)([CH3:57])([CH3:56])[CH3:55]. (3) Reactant: [C:1]([O:5][C:6]([N:8]([CH2:20][CH:21]1[CH2:23][CH2:22]1)[C@@H:9]1[CH2:11][C@H:10]1[C:12]1[S:16][C:15]([C:17](O)=[O:18])=[CH:14][CH:13]=1)=[O:7])([CH3:4])([CH3:3])[CH3:2].Cl.[F:25][C:26]1([F:33])[CH2:31][CH2:30][CH:29]([NH2:32])[CH2:28][CH2:27]1.C(N(CC)CC)C.F[P-](F)(F)(F)(F)F.N1(OC(N(C)C)=[N+](C)C)C2N=CC=CC=2N=N1. Product: [C:1]([O:5][C:6](=[O:7])[N:8]([CH2:20][CH:21]1[CH2:23][CH2:22]1)[C@@H:9]1[CH2:11][C@H:10]1[C:12]1[S:16][C:15]([C:17](=[O:18])[NH:32][CH:29]2[CH2:30][CH2:31][C:26]([F:33])([F:25])[CH2:27][CH2:28]2)=[CH:14][CH:13]=1)([CH3:4])([CH3:2])[CH3:3]. The catalyst class is: 384. (4) Reactant: [CH3:1][C:2]1[N:3]=[N:4][N:5]([CH2:7][C:8]2[CH:13]=[C:12]([C:14]([F:17])([F:16])[F:15])[CH:11]=[CH:10][C:9]=2/[CH:18]=[CH:19]/[C:20]([N:22]2[CH2:27][CH2:26][NH:25][CH2:24][CH2:23]2)=[O:21])[N:6]=1.Cl[CH2:29][C:30]1[O:34][N:33]=[C:32]([CH3:35])[N:31]=1.C(N(CC)CC)C. Product: [CH3:35][C:32]1[N:31]=[C:30]([CH2:29][N:25]2[CH2:26][CH2:27][N:22]([C:20](=[O:21])/[CH:19]=[CH:18]/[C:9]3[CH:10]=[CH:11][C:12]([C:14]([F:17])([F:16])[F:15])=[CH:13][C:8]=3[CH2:7][N:5]3[N:4]=[N:3][C:2]([CH3:1])=[N:6]3)[CH2:23][CH2:24]2)[O:34][N:33]=1. The catalyst class is: 2. (5) The catalyst class is: 883. Reactant: [CH3:1][N:2]1[CH2:7][CH2:6][NH:5][CH2:4][CH2:3]1.C(=O)([O-])[O-].[Cs+].[Cs+].Br[CH2:15][C:16]#[CH:17]. Product: [CH3:1][N:2]1[CH2:7][CH2:6][N:5]([CH2:17][C:16]#[CH:15])[CH2:4][CH2:3]1. (6) Reactant: [CH3:1][C:2]1[N:7]=[CH:6][C:5]2[CH:8]([C:11]3[CH:12]=[CH:13][C:14]([Cl:17])=[CH:15][CH:16]=3)[O:9][CH2:10][C:4]=2[C:3]=1[OH:18].C([O-])([O-])=O.[Cs+].[Cs+].[C:25](=O)([O:41]C1C=CC([N+]([O-])=O)=CC=1)[O:26][CH2:27][CH2:28][CH2:29][CH2:30][CH:31]([O:37][N+:38]([O-:40])=[O:39])[CH2:32][O:33][N+:34]([O-:36])=[O:35]. Product: [C:25](=[O:41])([O:18][C:3]1[C:4]2[CH2:10][O:9][CH:8]([C:11]3[CH:12]=[CH:13][C:14]([Cl:17])=[CH:15][CH:16]=3)[C:5]=2[CH:6]=[N:7][C:2]=1[CH3:1])[O:26][CH2:27][CH2:28][CH2:29][CH2:30][CH:31]([O:37][N+:38]([O-:40])=[O:39])[CH2:32][O:33][N+:34]([O-:36])=[O:35]. The catalyst class is: 18.